This data is from Full USPTO retrosynthesis dataset with 1.9M reactions from patents (1976-2016). The task is: Predict the reactants needed to synthesize the given product. (1) Given the product [C:13]([C:17]1[CH:18]=[C:19]([CH:22]=[C:23]([C:25]([CH3:28])([CH3:27])[CH3:26])[CH:24]=1)[CH2:20][S:1][C:2]1[CH:3]=[C:4]([CH:9]=[C:10]([S:12][CH2:20][C:19]2[CH:18]=[C:17]([C:13]([CH3:15])([CH3:14])[CH3:16])[CH:24]=[C:23]([C:25]([CH3:28])([CH3:27])[CH3:26])[CH:22]=2)[CH:11]=1)[C:5]([O:7][CH3:8])=[O:6])([CH3:16])([CH3:15])[CH3:14], predict the reactants needed to synthesize it. The reactants are: [SH:1][C:2]1[CH:3]=[C:4]([CH:9]=[C:10]([SH:12])[CH:11]=1)[C:5]([O:7][CH3:8])=[O:6].[C:13]([C:17]1[CH:18]=[C:19]([CH:22]=[C:23]([C:25]([CH3:28])([CH3:27])[CH3:26])[CH:24]=1)[CH2:20]Br)([CH3:16])([CH3:15])[CH3:14].C(=O)([O-])[O-].[K+].[K+]. (2) Given the product [Cl:1][C:2]1[CH:8]=[CH:7][C:6]([O:9][CH3:10])=[CH:5][C:3]=1[NH:4][C:22]1[CH:21]=[CH:20][CH:19]=[CH:18][C:23]=1[C:24]([OH:26])=[O:25], predict the reactants needed to synthesize it. The reactants are: [Cl:1][C:2]1[CH:8]=[CH:7][C:6]([O:9][CH3:10])=[CH:5][C:3]=1[NH2:4].C1C=CC([I+][C:18]2[C:23]([C:24]([O-:26])=[O:25])=[CH:22][CH:21]=[CH:20][CH:19]=2)=CC=1.O. (3) Given the product [C:1]([N:4]1[CH2:9][CH2:8][N:7]([C:26]2[N:25]=[C:24]([S:30][CH2:31][CH2:32][CH3:33])[C:23]([C:21]([NH:20][CH:11]3[CH:10]4[CH2:19][CH:14]5[CH2:15][CH:16]([CH2:18][CH:12]3[CH2:13]5)[CH2:17]4)=[O:22])=[CH:28][N:27]=2)[CH2:6][CH2:5]1)(=[O:3])[CH3:2], predict the reactants needed to synthesize it. The reactants are: [C:1]([N:4]1[CH2:9][CH2:8][NH:7][CH2:6][CH2:5]1)(=[O:3])[CH3:2].[CH:10]12[CH2:19][CH:14]3[CH2:15][CH:16]([CH2:18][CH:12]([CH2:13]3)[CH:11]1[NH:20][C:21]([C:23]1[C:24]([S:30][CH2:31][CH2:32][CH3:33])=[N:25][C:26](Cl)=[N:27][CH:28]=1)=[O:22])[CH2:17]2. (4) Given the product [C:1]([CH2:3][C:4]1[CH:13]=[CH:12][CH:11]=[CH:10][C:5]=1[C:6]([OH:8])=[O:7])#[N:2], predict the reactants needed to synthesize it. The reactants are: [C:1]([CH2:3][C:4]1[CH:13]=[CH:12][CH:11]=[CH:10][C:5]=1[C:6]([O:8]C)=[O:7])#[N:2].[OH-].[Na+].Cl. (5) Given the product [CH3:1][O:2][C:3]1[CH:9]=[CH:8][C:7]([O:10][CH3:11])=[CH:6][C:4]=1[NH:5][C:24](=[O:25])[O:23][C:20]([CH3:22])([CH3:21])[CH3:19], predict the reactants needed to synthesize it. The reactants are: [CH3:1][O:2][C:3]1[CH:9]=[CH:8][C:7]([O:10][CH3:11])=[CH:6][C:4]=1[NH2:5].C(N(CC)CC)C.[CH3:19][C:20]([O:23][C:24](O[C:24]([O:23][C:20]([CH3:22])([CH3:21])[CH3:19])=[O:25])=[O:25])([CH3:22])[CH3:21].